Dataset: Catalyst prediction with 721,799 reactions and 888 catalyst types from USPTO. Task: Predict which catalyst facilitates the given reaction. (1) Reactant: [S:1](F)(=[O:10])([C:3]1[CH:8]=[CH:7][C:6]([NH2:9])=[CH:5][CH:4]=1)=[O:2].[N:12]1([CH2:18][CH2:19][CH2:20][NH2:21])[CH2:16][CH2:15][CH2:14][C:13]1=[O:17].C(N(CC)CC)C. Product: [N:12]1([CH2:18][CH2:19][CH2:20][NH:21][S:1]([C:3]2[CH:8]=[CH:7][C:6]([NH2:9])=[CH:5][CH:4]=2)(=[O:10])=[O:2])[CH2:16][CH2:15][CH2:14][C:13]1=[O:17]. The catalyst class is: 51. (2) Reactant: C[O-].[Na+].[NH2:4][C:5]1[S:6][C:7]2[CH:13]=[CH:12][C:11]([NH:14][C:15]([NH:17]C(=O)C3C=CC=CC=3)=[S:16])=[CH:10][C:8]=2[N:9]=1. Product: [NH2:4][C:5]1[S:6][C:7]2[CH:13]=[CH:12][C:11]([NH:14][C:15]([NH2:17])=[S:16])=[CH:10][C:8]=2[N:9]=1. The catalyst class is: 5. (3) Reactant: Cl.[C:2]([O:6][C:7](=[O:15])[NH:8][C:9]1([C:12](=[NH:14])[NH2:13])[CH2:11][CH2:10]1)([CH3:5])([CH3:4])[CH3:3].CN([C:19]([CH:21]=[CH2:22])=O)C.CNC. Product: [C:2]([O:6][C:7](=[O:15])[NH:8][C:9]1([C:12]2[N:13]=[CH:22][CH:21]=[CH:19][N:14]=2)[CH2:11][CH2:10]1)([CH3:5])([CH3:3])[CH3:4]. The catalyst class is: 14. (4) Reactant: [CH3:1][C:2]1[S:3][C:4]([CH3:10])=[C:5]([C:7]([OH:9])=O)[N:6]=1.O1CCCC1.C(Cl)(=O)C(Cl)=O.[NH2:22][C:23]1[CH:24]=[C:25]([CH:42]=[CH:43][CH:44]=1)[O:26][C:27]1[CH:28]=[CH:29][C:30]2[N:31]([N:33]=[C:34]([NH:36][C:37]([CH:39]3[CH2:41][CH2:40]3)=[O:38])[N:35]=2)[CH:32]=1. Product: [CH:39]1([C:37]([NH:36][C:34]2[N:35]=[C:30]3[CH:29]=[CH:28][C:27]([O:26][C:25]4[CH:24]=[C:23]([NH:22][C:7]([C:5]5[N:6]=[C:2]([CH3:1])[S:3][C:4]=5[CH3:10])=[O:9])[CH:44]=[CH:43][CH:42]=4)=[CH:32][N:31]3[N:33]=2)=[O:38])[CH2:40][CH2:41]1. The catalyst class is: 402. (5) Reactant: [Br:1][C:2]1[CH:11]=[CH:10][CH:9]=[C:8]2[C:3]=1[CH:4]=[CH:5][N:6]=[CH:7]2.O.O.O.O.O.O.C(O[O-])(=O)C1C(=CC=CC=1)C([O-])=[O:22].[Mg+2]. Product: [Br:1][C:2]1[CH:11]=[CH:10][CH:9]=[C:8]2[C:3]=1[CH:4]=[CH:5][N+:6]([O-:22])=[CH:7]2. The catalyst class is: 41.